Dataset: Full USPTO retrosynthesis dataset with 1.9M reactions from patents (1976-2016). Task: Predict the reactants needed to synthesize the given product. (1) Given the product [Cl:1][C:2]1[CH:25]=[CH:24][C:5]([CH2:6][NH:7][C:8]([C:10]2[C:11](=[O:23])[C:12]3[C:19]([CH3:20])=[C:18]([CH2:21][N:29]4[CH2:30][CH2:31][CH2:32][C@@H:28]4[C@@H:27]([OH:26])[C:33]4[CH:38]=[CH:37][CH:36]=[CH:35][CH:34]=4)[S:17][C:13]=3[N:14]([CH3:16])[CH:15]=2)=[O:9])=[CH:4][CH:3]=1, predict the reactants needed to synthesize it. The reactants are: [Cl:1][C:2]1[CH:25]=[CH:24][C:5]([CH2:6][NH:7][C:8]([C:10]2[C:11](=[O:23])[C:12]3[C:19]([CH3:20])=[C:18]([CH2:21]Cl)[S:17][C:13]=3[N:14]([CH3:16])[CH:15]=2)=[O:9])=[CH:4][CH:3]=1.[OH:26][CH:27]([C:33]1[CH:38]=[CH:37][CH:36]=[CH:35][CH:34]=1)[CH:28]1[CH2:32][CH2:31][CH2:30][NH:29]1. (2) Given the product [F:11][C:8]1[CH:7]=[C:3]2[C:2](=[CH:10][CH:9]=1)[N:1]=[C:17]([C:16]1[CH:19]=[C:20]([O:24][CH3:25])[C:21]([O:22][CH3:23])=[C:14]([O:13][CH3:12])[CH:15]=1)[N:6]=[C:4]2[OH:5], predict the reactants needed to synthesize it. The reactants are: [NH2:1][C:2]1[CH:10]=[CH:9][C:8]([F:11])=[CH:7][C:3]=1[C:4]([NH2:6])=[O:5].[CH3:12][O:13][C:14]1[CH:15]=[C:16]([CH:19]=[C:20]([O:24][CH3:25])[C:21]=1[O:22][CH3:23])[CH:17]=O.OS([O-])=O.[Na+]. (3) Given the product [CH2:1]([O:3][C:4]([C:5]1[CH:10]=[CH:9][C:8]([C:21]2[CH:22]=[CH:23][C:18]([C:17]([F:28])([F:27])[F:16])=[CH:19][CH:20]=2)=[C:7]([O:12][CH2:13][CH3:14])[CH:6]=1)=[O:15])[CH3:2], predict the reactants needed to synthesize it. The reactants are: [CH2:1]([O:3][C:4](=[O:15])[C:5]1[CH:10]=[CH:9][C:8](I)=[C:7]([O:12][CH2:13][CH3:14])[CH:6]=1)[CH3:2].[F:16][C:17]([F:28])([F:27])[C:18]1[CH:23]=[CH:22][C:21](B(O)O)=[CH:20][CH:19]=1.[O-]P([O-])([O-])=O.[K+].[K+].[K+]. (4) Given the product [CH3:37][O:36][C:33]1[CH:32]=[CH:31][C:30]([CH2:29][N:21]([C:19]2[CH:18]=[C:17]([O:38][CH3:39])[N:16]=[C:15]([S:12][CH2:11][CH2:46][C:43]3[CH:44]=[CH:45][CH:40]=[CH:41][CH:42]=3)[N:20]=2)[S:22]([N:25]2[CH2:28][CH2:27][CH2:26]2)(=[O:23])=[O:24])=[CH:35][CH:34]=1, predict the reactants needed to synthesize it. The reactants are: [H-].[Na+].FC1C(F)=CC=CC=1[CH2:11][S:12]([C:15]1[N:20]=[C:19]([N:21]([CH2:29][C:30]2[CH:35]=[CH:34][C:33]([O:36][CH3:37])=[CH:32][CH:31]=2)[S:22]([N:25]2[CH2:28][CH2:27][CH2:26]2)(=[O:24])=[O:23])[CH:18]=[C:17]([O:38][CH3:39])[N:16]=1)(=O)=O.[CH:40]1[CH:45]=[CH:44][C:43]([CH2:46]CS)=[CH:42][CH:41]=1. (5) Given the product [F:30][C@H:10]1[C@@H:11]([C:14]2[N:15]([CH2:27][CH2:28][NH:36][CH3:34])[CH:16]=[C:17]([C:19]3[CH:24]=[CH:23][C:22]([F:25])=[C:21]([CH3:26])[CH:20]=3)[N:18]=2)[CH2:12][CH2:13][N:8]([C:4]2[N:5]=[CH:6][N:7]=[C:2]([NH2:1])[C:3]=2[CH:31]([CH3:32])[CH3:33])[CH2:9]1, predict the reactants needed to synthesize it. The reactants are: [NH2:1][C:2]1[N:7]=[CH:6][N:5]=[C:4]([N:8]2[CH2:13][CH2:12][C@H:11]([C:14]3[N:15]([CH2:27][CH2:28]O)[CH:16]=[C:17]([C:19]4[CH:24]=[CH:23][C:22]([F:25])=[C:21]([CH3:26])[CH:20]=4)[N:18]=3)[C@H:10]([F:30])[CH2:9]2)[C:3]=1[CH:31]([CH3:33])[CH3:32].[CH2:34]([N:36](C(C)C)C(C)C)C.CS(Cl)(=O)=O.CN. (6) Given the product [CH2:1]([C:5]1[CH:10]=[CH:9][C:8]([NH:11][S:12]([C:15]2[CH:16]=[CH:17][C:18]([CH3:36])=[C:19]([C:20]([N:22]3[CH2:23][CH2:24][NH:25][CH2:26][CH2:27]3)=[O:21])[CH:35]=2)(=[O:13])=[O:14])=[CH:7][CH:6]=1)[CH2:2][CH2:3][CH3:4], predict the reactants needed to synthesize it. The reactants are: [CH2:1]([C:5]1[CH:10]=[CH:9][C:8]([NH:11][S:12]([C:15]2[CH:16]=[CH:17][C:18]([CH3:36])=[C:19]([CH:35]=2)[C:20]([N:22]2[CH2:27][CH2:26][N:25](C(OC(C)(C)C)=O)[CH2:24][CH2:23]2)=[O:21])(=[O:14])=[O:13])=[CH:7][CH:6]=1)[CH2:2][CH2:3][CH3:4]. (7) Given the product [F:36][C:37]([F:52])([F:51])[C:38]1[CH:39]=[C:40]([C:41]([N:8]2[CH2:13][CH2:12][C@H:11]([N:14]3[CH2:19][CH2:18][O:17][CH2:16][CH2:15]3)[C@H:10]([C:20]3[CH:25]=[CH:24][CH:23]=[CH:22][CH:21]=3)[CH2:9]2)=[O:42])[CH:44]=[C:45]([C:47]([F:50])([F:49])[F:48])[CH:46]=1, predict the reactants needed to synthesize it. The reactants are: C([N:8]1[CH2:13][CH2:12][C@H:11]([N:14]2[CH2:19][CH2:18][O:17][CH2:16][CH2:15]2)[C@H:10]([C:20]2[CH:25]=[CH:24][CH:23]=[CH:22][CH:21]=2)[CH2:9]1)C1C=CC=CC=1.Cl.[H][H].C(N(CC)CC)C.[F:36][C:37]([F:52])([F:51])[C:38]1[CH:39]=[C:40]([CH:44]=[C:45]([C:47]([F:50])([F:49])[F:48])[CH:46]=1)[C:41](Cl)=[O:42]. (8) Given the product [CH2:1]([N:8]1[CH2:9][CH2:10][N:11]([C:14]2[CH:21]=[CH:20][C:24]([C:23]([OH:26])=[O:25])=[CH:16][CH:15]=2)[CH2:12][CH2:13]1)[C:2]1[CH:3]=[CH:4][CH:5]=[CH:6][CH:7]=1, predict the reactants needed to synthesize it. The reactants are: [CH2:1]([N:8]1[CH2:13][CH2:12][N:11]([C:14]2[CH:21]=[CH:20]C(C#N)=[CH:16][CH:15]=2)[CH2:10][CH2:9]1)[C:2]1[CH:7]=[CH:6][CH:5]=[CH:4][CH:3]=1.Cl.[C:23]([OH:26])(=[O:25])[CH3:24].